From a dataset of Reaction yield outcomes from USPTO patents with 853,638 reactions. Predict the reaction yield, written as a fraction of the theoretical maximum amount of product (1.0 means a 100% yield; for example, 0.34 means a 34% yield). (1) The reactants are [CH3:1][C:2]1[CH:7]=[C:6]([N+:8]([O-])=O)[C:5]([O:11][CH3:12])=[CH:4][C:3]=1[N:13]1[CH2:18][CH2:17][N:16]([CH2:19][CH2:20][S:21]([CH3:24])(=[O:23])=[O:22])[CH2:15][CH2:14]1. The catalyst is CCOC(C)=O.CO. The product is [CH3:1][C:2]1[C:3]([N:13]2[CH2:14][CH2:15][N:16]([CH2:19][CH2:20][S:21]([CH3:24])(=[O:22])=[O:23])[CH2:17][CH2:18]2)=[CH:4][C:5]([O:11][CH3:12])=[C:6]([NH2:8])[CH:7]=1. The yield is 0.820. (2) The reactants are CON(C)[C:4]([C:6]1[C:10]([CH3:11])=[C:9]([CH3:12])[S:8][CH:7]=1)=[O:5].[Cl:14][C:15]1[CH:20]=[CH:19][C:18]([Mg]Br)=[CH:17][CH:16]=1.Cl. The catalyst is C1COCC1.C(OCC)C. The product is [Cl:14][C:15]1[CH:20]=[CH:19][C:18]([C:4]([C:6]2[C:10]([CH3:11])=[C:9]([CH3:12])[S:8][CH:7]=2)=[O:5])=[CH:17][CH:16]=1. The yield is 0.900. (3) The reactants are Cl[C:2]1[N:7]=[C:6]([C:8]2[N:12]3[CH:13]=[CH:14][CH:15]=[CH:16][C:11]3=[N:10][C:9]=2[C:17]2[CH:18]=[C:19]([CH:31]=[CH:32][CH:33]=2)[C:20]([NH:22][C:23]2[C:28]([F:29])=[CH:27][CH:26]=[CH:25][C:24]=2[F:30])=[O:21])[CH:5]=[CH:4][N:3]=1.[CH2:34]([O:36][C:37]1[CH:43]=[C:42]([N:44]2[CH2:49][CH2:48][N:47]([CH2:50][CH2:51][S:52]([CH3:55])(=[O:54])=[O:53])[CH2:46][CH2:45]2)[CH:41]=[CH:40][C:38]=1[NH2:39])[CH3:35].C1(C)C=CC(S(O)(=O)=O)=CC=1.C[O-].[Na+]. The catalyst is C(Cl)Cl.CC(O)C. The product is [F:30][C:24]1[CH:25]=[CH:26][CH:27]=[C:28]([F:29])[C:23]=1[NH:22][C:20](=[O:21])[C:19]1[CH:31]=[CH:32][CH:33]=[C:17]([C:9]2[N:10]=[C:11]3[CH:16]=[CH:15][CH:14]=[CH:13][N:12]3[C:8]=2[C:6]2[CH:5]=[CH:4][N:3]=[C:2]([NH:39][C:38]3[CH:40]=[CH:41][C:42]([N:44]4[CH2:49][CH2:48][N:47]([CH2:50][CH2:51][S:52]([CH3:55])(=[O:54])=[O:53])[CH2:46][CH2:45]4)=[CH:43][C:37]=3[O:36][CH2:34][CH3:35])[N:7]=2)[CH:18]=1. The yield is 0.610.